Dataset: Forward reaction prediction with 1.9M reactions from USPTO patents (1976-2016). Task: Predict the product of the given reaction. (1) Given the reactants [C:1]([NH2:4])(=[O:3])[CH3:2].Br[CH2:6][C:7]([C:9]1[CH:14]=[CH:13][C:12]([O:15][CH2:16][C:17]2[CH:26]=[CH:25][C:24]3[C:19](=[CH:20][CH:21]=[C:22]([F:27])[CH:23]=3)[N:18]=2)=[CH:11][C:10]=1[CH:28]([C:33]1[CH:38]=[CH:37][CH:36]=[CH:35][CH:34]=1)[C:29]([CH3:32])([CH3:31])[CH3:30])=O, predict the reaction product. The product is: [CH3:30][C:29]([CH3:32])([CH3:31])[CH:28]([C:10]1[CH:11]=[C:12]([CH:13]=[CH:14][C:9]=1[C:7]1[N:4]=[C:1]([CH3:2])[O:3][CH:6]=1)[O:15][CH2:16][C:17]1[CH:26]=[CH:25][C:24]2[C:19](=[CH:20][CH:21]=[C:22]([F:27])[CH:23]=2)[N:18]=1)[C:33]1[CH:38]=[CH:37][CH:36]=[CH:35][CH:34]=1. (2) Given the reactants [F:1][C:2]1[CH:3]=[C:4]([C:8]2[N:13]=[C:12]([CH3:14])[C:11]([C:15]([OH:17])=O)=[CH:10][N:9]=2)[CH:5]=[CH:6][CH:7]=1.CN(C(SC1[N+]([O-])=CC=CC=1)=[N+](C)C)C.F[P-](F)(F)(F)(F)F.CCN(C(C)C)C(C)C.[CH3:49][C:50]1[N:51]([NH2:60])[C:52]2[C:57]([C:58]=1[CH3:59])=[CH:56][CH:55]=[CH:54][CH:53]=2, predict the reaction product. The product is: [CH3:49][C:50]1[N:51]([NH:60][C:15]([C:11]2[C:12]([CH3:14])=[N:13][C:8]([C:4]3[CH:5]=[CH:6][CH:7]=[C:2]([F:1])[CH:3]=3)=[N:9][CH:10]=2)=[O:17])[C:52]2[C:57]([C:58]=1[CH3:59])=[CH:56][CH:55]=[CH:54][CH:53]=2. (3) Given the reactants [C:1]([C:3]1[CH:4]=[C:5]([NH:9][C:10](=[O:16])[O:11][C:12]([CH3:15])([CH3:14])[CH3:13])[CH:6]=[CH:7][CH:8]=1)#[CH:2].I[C:18]1[CH:27]=[C:26]([N+:28]([O-:30])=[O:29])[CH:25]=[CH:24][C:19]=1[C:20]([O:22][CH3:23])=[O:21], predict the reaction product. The product is: [C:12]([O:11][C:10]([NH:9][C:5]1[CH:4]=[C:3]([C:1]#[C:2][C:18]2[CH:27]=[C:26]([N+:28]([O-:30])=[O:29])[CH:25]=[CH:24][C:19]=2[C:20]([O:22][CH3:23])=[O:21])[CH:8]=[CH:7][CH:6]=1)=[O:16])([CH3:13])([CH3:15])[CH3:14]. (4) Given the reactants [C:1]12([O:18][CH2:17][CH2:16][O:15]1)[C:10]1[C:5](=[CH:6][CH:7]=[CH:8][CH:9]=1)[CH2:4][C@@H:3]([C:11](OC)=[O:12])[CH2:2]2.CC(C[AlH]CC(C)C)C, predict the reaction product. The product is: [C:1]12([O:15][CH2:16][CH2:17][O:18]1)[C:10]1[C:5](=[CH:6][CH:7]=[CH:8][CH:9]=1)[CH2:4][C@@H:3]([CH:11]=[O:12])[CH2:2]2. (5) Given the reactants [Br:1][C:2]1[CH:3]=[C:4]2[C:9](=[CH:10][CH:11]=1)[N:8]=[C:7]([O:12][CH3:13])[C:6]1[C:14]([CH3:22])([OH:21])[C:15]3[C:20]([C:5]2=1)=[CH:19][CH:18]=[CH:17][CH:16]=3.[H-].[Na+].[H][H].[CH2:27]([CH:29]1[O:31][CH2:30]1)Cl, predict the reaction product. The product is: [Br:1][C:2]1[CH:3]=[C:4]2[C:9](=[CH:10][CH:11]=1)[N:8]=[C:7]([O:12][CH3:13])[C:6]1[C:14]([CH3:22])([O:21][CH2:27][CH:29]3[CH2:30][O:31]3)[C:15]3[C:20]([C:5]2=1)=[CH:19][CH:18]=[CH:17][CH:16]=3.